From a dataset of Full USPTO retrosynthesis dataset with 1.9M reactions from patents (1976-2016). Predict the reactants needed to synthesize the given product. Given the product [CH3:1][O:2][C:3]1[CH:12]=[C:11]2[C:6]([CH:7]=[CH:8][C:9]([O:13][S:22]([C:21]([F:34])([F:33])[F:20])(=[O:24])=[O:23])=[CH:10]2)=[CH:5][CH:4]=1, predict the reactants needed to synthesize it. The reactants are: [CH3:1][O:2][C:3]1[CH:12]=[C:11]2[C:6]([CH:7]=[CH:8][C:9]([OH:13])=[CH:10]2)=[CH:5][CH:4]=1.N1C=CC=CC=1.[F:20][C:21]([F:34])([F:33])[S:22](O[S:22]([C:21]([F:34])([F:33])[F:20])(=[O:24])=[O:23])(=[O:24])=[O:23].